From a dataset of Forward reaction prediction with 1.9M reactions from USPTO patents (1976-2016). Predict the product of the given reaction. (1) Given the reactants C(OC([NH:8][C@H:9]([C:18]([O:20][CH3:21])=[O:19])[CH2:10][S:11][C:12]1[CH:17]=[CH:16][CH:15]=[CH:14][CH:13]=1)=O)(C)(C)C.C([O-])([O-])=O.[Na+].[Na+], predict the reaction product. The product is: [C:12]1([S:11][CH2:10][C@@H:9]([C:18]([O:20][CH3:21])=[O:19])[NH2:8])[CH:13]=[CH:14][CH:15]=[CH:16][CH:17]=1. (2) The product is: [CH3:1][O:2][C:3](=[O:13])[C:4]1[CH:9]=[CH:8][C:7]([O:10][CH3:11])=[CH:6][C:5]=1[CH2:12][Br:14]. Given the reactants [CH3:1][O:2][C:3](=[O:13])[C:4]1[CH:9]=[CH:8][C:7]([O:10][CH3:11])=[CH:6][C:5]=1[CH3:12].[Br:14]N1C(=O)CCC1=O, predict the reaction product. (3) The product is: [CH3:1][O:2][C:3]1[CH:8]=[CH:7][CH:6]=[CH:5][C:4]=1[N:9]1[CH2:10][CH2:11][N:12]([CH2:15][CH2:16][CH2:21][OH:22])[CH2:13][CH2:14]1. Given the reactants [CH3:1][O:2][C:3]1[CH:8]=[CH:7][CH:6]=[CH:5][C:4]=1[N:9]1[CH2:14][CH2:13][N:12]([CH2:15][CH2:16]O)[CH2:11][CH2:10]1.ClCC[CH2:21][OH:22].[I-].[K+], predict the reaction product.